From a dataset of NCI-60 drug combinations with 297,098 pairs across 59 cell lines. Regression. Given two drug SMILES strings and cell line genomic features, predict the synergy score measuring deviation from expected non-interaction effect. (1) Cell line: MDA-MB-231. Drug 2: C1=NC2=C(N=C(N=C2N1C3C(C(C(O3)CO)O)F)Cl)N. Drug 1: C1=CC(=CC=C1CC(C(=O)O)N)N(CCCl)CCCl.Cl. Synergy scores: CSS=13.9, Synergy_ZIP=-15.8, Synergy_Bliss=-12.5, Synergy_Loewe=-15.6, Synergy_HSA=-9.73. (2) Drug 1: CCCCC(=O)OCC(=O)C1(CC(C2=C(C1)C(=C3C(=C2O)C(=O)C4=C(C3=O)C=CC=C4OC)O)OC5CC(C(C(O5)C)O)NC(=O)C(F)(F)F)O. Drug 2: CC(C)CN1C=NC2=C1C3=CC=CC=C3N=C2N. Cell line: ACHN. Synergy scores: CSS=30.2, Synergy_ZIP=-2.54, Synergy_Bliss=-3.40, Synergy_Loewe=-2.93, Synergy_HSA=-3.08. (3) Drug 1: CC1=CC2C(CCC3(C2CCC3(C(=O)C)OC(=O)C)C)C4(C1=CC(=O)CC4)C. Drug 2: CC(C)CN1C=NC2=C1C3=CC=CC=C3N=C2N. Cell line: UACC-257. Synergy scores: CSS=0.479, Synergy_ZIP=2.72, Synergy_Bliss=5.99, Synergy_Loewe=4.41, Synergy_HSA=3.18. (4) Drug 1: C1CC(=O)NC(=O)C1N2CC3=C(C2=O)C=CC=C3N. Drug 2: CC1CCC2CC(C(=CC=CC=CC(CC(C(=O)C(C(C(=CC(C(=O)CC(OC(=O)C3CCCCN3C(=O)C(=O)C1(O2)O)C(C)CC4CCC(C(C4)OC)O)C)C)O)OC)C)C)C)OC. Cell line: MALME-3M. Synergy scores: CSS=27.3, Synergy_ZIP=-2.51, Synergy_Bliss=1.67, Synergy_Loewe=-18.0, Synergy_HSA=2.25. (5) Drug 1: CC12CCC(CC1=CCC3C2CCC4(C3CC=C4C5=CN=CC=C5)C)O. Drug 2: C1CCN(CC1)CCOC2=CC=C(C=C2)C(=O)C3=C(SC4=C3C=CC(=C4)O)C5=CC=C(C=C5)O. Cell line: K-562. Synergy scores: CSS=19.3, Synergy_ZIP=4.02, Synergy_Bliss=7.85, Synergy_Loewe=-2.12, Synergy_HSA=6.30. (6) Drug 1: CN1CCC(CC1)COC2=C(C=C3C(=C2)N=CN=C3NC4=C(C=C(C=C4)Br)F)OC. Drug 2: CC12CCC(CC1=CCC3C2CCC4(C3CC=C4C5=CN=CC=C5)C)O. Cell line: OVCAR3. Synergy scores: CSS=22.3, Synergy_ZIP=-5.19, Synergy_Bliss=1.63, Synergy_Loewe=-2.91, Synergy_HSA=2.76. (7) Drug 1: CS(=O)(=O)CCNCC1=CC=C(O1)C2=CC3=C(C=C2)N=CN=C3NC4=CC(=C(C=C4)OCC5=CC(=CC=C5)F)Cl. Drug 2: CCC1(CC2CC(C3=C(CCN(C2)C1)C4=CC=CC=C4N3)(C5=C(C=C6C(=C5)C78CCN9C7C(C=CC9)(C(C(C8N6C)(C(=O)OC)O)OC(=O)C)CC)OC)C(=O)OC)O.OS(=O)(=O)O. Cell line: HT29. Synergy scores: CSS=-2.66, Synergy_ZIP=-2.10, Synergy_Bliss=-1.71, Synergy_Loewe=-3.14, Synergy_HSA=-3.12. (8) Drug 1: CCCS(=O)(=O)NC1=C(C(=C(C=C1)F)C(=O)C2=CNC3=C2C=C(C=N3)C4=CC=C(C=C4)Cl)F. Drug 2: C1CCC(C1)C(CC#N)N2C=C(C=N2)C3=C4C=CNC4=NC=N3. Cell line: HCT-15. Synergy scores: CSS=0.768, Synergy_ZIP=3.72, Synergy_Bliss=5.63, Synergy_Loewe=2.17, Synergy_HSA=2.55. (9) Drug 1: CC1=C(C=C(C=C1)C(=O)NC2=CC(=CC(=C2)C(F)(F)F)N3C=C(N=C3)C)NC4=NC=CC(=N4)C5=CN=CC=C5. Synergy scores: CSS=-1.56, Synergy_ZIP=2.15, Synergy_Bliss=2.52, Synergy_Loewe=-3.47, Synergy_HSA=-2.12. Drug 2: CC12CCC3C(C1CCC2O)C(CC4=C3C=CC(=C4)O)CCCCCCCCCS(=O)CCCC(C(F)(F)F)(F)F. Cell line: OVCAR-5. (10) Drug 1: C1C(C(OC1N2C=C(C(=O)NC2=O)F)CO)O. Drug 2: C1CN1C2=NC(=NC(=N2)N3CC3)N4CC4. Cell line: SW-620. Synergy scores: CSS=47.1, Synergy_ZIP=-7.23, Synergy_Bliss=-5.41, Synergy_Loewe=-22.3, Synergy_HSA=2.19.